Task: Regression. Given a peptide amino acid sequence and an MHC pseudo amino acid sequence, predict their binding affinity value. This is MHC class I binding data.. Dataset: Peptide-MHC class I binding affinity with 185,985 pairs from IEDB/IMGT (1) The peptide sequence is FVSVYFSDY. The MHC is HLA-B07:02 with pseudo-sequence HLA-B07:02. The binding affinity (normalized) is 0.0847. (2) The peptide sequence is NALEKALRW. The MHC is HLA-B15:01 with pseudo-sequence HLA-B15:01. The binding affinity (normalized) is 0.0847. (3) The peptide sequence is RPWSMGKEA. The MHC is Mamu-A2201 with pseudo-sequence Mamu-A2201. The binding affinity (normalized) is 0.380. (4) The peptide sequence is FTMGVLCLAI. The MHC is HLA-A68:02 with pseudo-sequence HLA-A68:02. The binding affinity (normalized) is 0.777. (5) The peptide sequence is YTVKYPML. The MHC is H-2-Db with pseudo-sequence H-2-Db. The binding affinity (normalized) is 0.